This data is from Peptide-MHC class II binding affinity with 134,281 pairs from IEDB. The task is: Regression. Given a peptide amino acid sequence and an MHC pseudo amino acid sequence, predict their binding affinity value. This is MHC class II binding data. (1) The peptide sequence is DREVVANVIGLSGDS. The MHC is HLA-DQA10501-DQB10301 with pseudo-sequence HLA-DQA10501-DQB10301. The binding affinity (normalized) is 0.478. (2) The peptide sequence is GEPIRFLLSYGEKDF. The MHC is HLA-DQA10102-DQB10502 with pseudo-sequence HLA-DQA10102-DQB10502. The binding affinity (normalized) is 0.547. (3) The peptide sequence is LEAAVKQAYAATIAA. The MHC is DRB1_1501 with pseudo-sequence DRB1_1501. The binding affinity (normalized) is 0.639.